From a dataset of Forward reaction prediction with 1.9M reactions from USPTO patents (1976-2016). Predict the product of the given reaction. (1) Given the reactants [NH:1]1[CH2:4][CH:3]([O:5][CH2:6][CH2:7][N:8]2[C:13]3[N:14]=[C:15]([NH:18][CH3:19])[N:16]=[CH:17][C:12]=3[CH:11]=[C:10]([C:20]3[C:25]([Cl:26])=[C:24]([O:27][CH3:28])[CH:23]=[C:22]([O:29][CH3:30])[C:21]=3[Cl:31])[C:9]2=[O:32])[CH2:2]1.CN(C(ON1N=NC2C=CC=NC1=2)=[N+](C)C)C.F[P-](F)(F)(F)(F)F.[CH3:57][N:58]([CH3:65])[CH2:59]/[CH:60]=[CH:61]/[C:62](O)=[O:63], predict the reaction product. The product is: [Cl:31][C:21]1[C:22]([O:29][CH3:30])=[CH:23][C:24]([O:27][CH3:28])=[C:25]([Cl:26])[C:20]=1[C:10]1[C:9](=[O:32])[N:8]([CH2:7][CH2:6][O:5][CH:3]2[CH2:2][N:1]([C:62](=[O:63])/[CH:61]=[CH:60]/[CH2:59][N:58]([CH3:65])[CH3:57])[CH2:4]2)[C:13]2[N:14]=[C:15]([NH:18][CH3:19])[N:16]=[CH:17][C:12]=2[CH:11]=1. (2) Given the reactants FC1C=C(C=CC=1)C([NH:7][C:8]1[CH:13]=[CH:12][C:11]([CH3:14])=[C:10]([C:15]2[CH:16]=[C:17]3[C:21](=[CH:22][CH:23]=2)[NH:20][C:19]2[N:24]=[CH:25][N:26]=[CH:27][C:18]3=2)[CH:9]=1)=O.O1CCOCC1.[OH-].[Na+].CCOC(C)=O, predict the reaction product. The product is: [CH3:14][C:11]1[CH:12]=[CH:13][C:8]([NH2:7])=[CH:9][C:10]=1[C:15]1[CH:16]=[C:17]2[C:21](=[CH:22][CH:23]=1)[NH:20][C:19]1[N:24]=[CH:25][N:26]=[CH:27][C:18]2=1. (3) Given the reactants Cl.[NH2:2][C@@H:3]1[CH2:8][CH2:7][CH2:6][N:5]([C:9]2[CH:14]=[CH:13][C:12]([C:15]([NH2:17])=[O:16])=[C:11]([NH:18][C:19]3[CH:24]=[CH:23][C:22]([C:25]([N:27]4[CH2:32][CH2:31][O:30][CH2:29][CH2:28]4)=[O:26])=[CH:21][CH:20]=3)[N:10]=2)[CH2:4]1.C(Cl)Cl.C[CH2:37][N:38](C(C)C)C(C)C.N#CBr, predict the reaction product. The product is: [C:37]([NH:2][C@@H:3]1[CH2:8][CH2:7][CH2:6][N:5]([C:9]2[CH:14]=[CH:13][C:12]([C:15]([NH2:17])=[O:16])=[C:11]([NH:18][C:19]3[CH:20]=[CH:21][C:22]([C:25]([N:27]4[CH2:32][CH2:31][O:30][CH2:29][CH2:28]4)=[O:26])=[CH:23][CH:24]=3)[N:10]=2)[CH2:4]1)#[N:38]. (4) Given the reactants [C:1]1([S:7]([N:10]2[C:18]3[C:13](=[CH:14][C:15]([F:19])=[CH:16][CH:17]=3)[CH:12]=[CH:11]2)(=[O:9])=[O:8])[CH:6]=[CH:5][CH:4]=[CH:3][CH:2]=1.[Li]C(C)(C)C.[C:25]([O:29][C:30]([N:32]1[CH2:37][CH2:36][C:35]([CH:41]=[O:42])([CH2:38][CH2:39][CH3:40])[CH2:34][CH2:33]1)=[O:31])([CH3:28])([CH3:27])[CH3:26], predict the reaction product. The product is: [C:25]([O:29][C:30]([N:32]1[CH2:37][CH2:36][C:35]([CH:41]([C:11]2[N:10]([S:7]([C:1]3[CH:2]=[CH:3][CH:4]=[CH:5][CH:6]=3)(=[O:9])=[O:8])[C:18]3[C:13]([CH:12]=2)=[CH:14][C:15]([F:19])=[CH:16][CH:17]=3)[OH:42])([CH2:38][CH2:39][CH3:40])[CH2:34][CH2:33]1)=[O:31])([CH3:27])([CH3:28])[CH3:26]. (5) Given the reactants Br[C:2]1[C:3](=[O:10])[N:4]([CH3:9])[CH:5]=[C:6]([Br:8])[CH:7]=1.[NH2:11][C:12]1[N:17]=[N:16][C:15]([N:18]2[CH2:23][CH2:22][N:21]([C:24]([O:26][C:27]([CH3:30])([CH3:29])[CH3:28])=[O:25])[CH2:20][CH2:19]2)=[CH:14][CH:13]=1, predict the reaction product. The product is: [Br:8][C:6]1[CH:7]=[C:2]([NH:11][C:12]2[N:17]=[N:16][C:15]([N:18]3[CH2:23][CH2:22][N:21]([C:24]([O:26][C:27]([CH3:30])([CH3:29])[CH3:28])=[O:25])[CH2:20][CH2:19]3)=[CH:14][CH:13]=2)[C:3](=[O:10])[N:4]([CH3:9])[CH:5]=1. (6) Given the reactants [N+:1]([C:4]1[CH:21]=[CH:20][C:7]([CH2:8][N:9]2C(=O)C3C(=CC=CC=3)C2=O)=[CH:6][CH:5]=1)([O-:3])=[O:2].O.NN.O.C1(C)C=CC(S(O)(=O)=O)=CC=1, predict the reaction product. The product is: [N+:1]([C:4]1[CH:5]=[CH:6][C:7]([CH2:8][NH2:9])=[CH:20][CH:21]=1)([O-:3])=[O:2]. (7) Given the reactants O=[C:2]1[C@@H:11]2[CH2:12][N:13]([C:15]([O:17][C:18]([CH3:21])([CH3:20])[CH3:19])=[O:16])[CH2:14][C@H:10]2[C:9]2[C:4]3=[C:5]([CH2:22][CH2:23][CH2:24][N:3]13)[CH:6]=[CH:7][CH:8]=2.[Br:25]N1C(=O)CCC1=O, predict the reaction product. The product is: [Br:25][C:7]1[CH:8]=[C:9]2[C:4]3=[C:5]([CH2:22][CH2:23][CH2:24][N:3]3[CH2:2][C@@H:11]3[CH2:12][N:13]([C:15]([O:17][C:18]([CH3:20])([CH3:21])[CH3:19])=[O:16])[CH2:14][C@@H:10]23)[CH:6]=1. (8) Given the reactants C(N(CC)CC)C.[N:8]1([C:14]2[N:19]=[CH:18][C:17]([S:20](Cl)(=[O:22])=[O:21])=[CH:16][CH:15]=2)[CH2:13][CH2:12][O:11][CH2:10][CH2:9]1.[CH:24]([O:37][C:38]1[C:39]2[C:51](=[O:52])[N:50]([CH2:53][C:54]3[CH:59]=[CH:58][C:57]([F:60])=[CH:56][CH:55]=3)[CH2:49][C:40]=2[C:41]([OH:48])=[C:42]2[C:47]=1[N:46]=[CH:45][CH:44]=[CH:43]2)([C:31]1[CH:36]=[CH:35][CH:34]=[CH:33][CH:32]=1)[C:25]1[CH:30]=[CH:29][CH:28]=[CH:27][CH:26]=1.CCOC(C)=O.CCCCCC, predict the reaction product. The product is: [CH:24]([O:37][C:38]1[C:39]2[C:51](=[O:52])[N:50]([CH2:53][C:54]3[CH:59]=[CH:58][C:57]([F:60])=[CH:56][CH:55]=3)[CH2:49][C:40]=2[C:41]([O:48][S:20]([C:17]2[CH:18]=[N:19][C:14]([N:8]3[CH2:9][CH2:10][O:11][CH2:12][CH2:13]3)=[CH:15][CH:16]=2)(=[O:22])=[O:21])=[C:42]2[C:47]=1[N:46]=[CH:45][CH:44]=[CH:43]2)([C:25]1[CH:30]=[CH:29][CH:28]=[CH:27][CH:26]=1)[C:31]1[CH:32]=[CH:33][CH:34]=[CH:35][CH:36]=1. (9) Given the reactants [CH3:1][O:2][C:3]1[N:4]=[N+:5]([O-])[CH:6]=[CH:7][CH:8]=1.COS(=O)(=O)OC.[C-:17]#[N:18].[K+].C(=O)([O-])O.[Na+], predict the reaction product. The product is: [C:17]([C:6]1[N:5]=[N:4][C:3]([O:2][CH3:1])=[CH:8][CH:7]=1)#[N:18]. (10) Given the reactants [Cl:1][C:2]1[CH:7]=[C:6]([N+:8]([O-:10])=[O:9])[CH:5]=[CH:4][C:3]=1F.[C:12]1([SH:18])[CH:17]=[CH:16][CH:15]=[CH:14][CH:13]=1.C(=O)([O-])[O-].[K+].[K+].CN(C=O)C, predict the reaction product. The product is: [Cl:1][C:2]1[CH:7]=[C:6]([N+:8]([O-:10])=[O:9])[CH:5]=[CH:4][C:3]=1[S:18][C:12]1[CH:17]=[CH:16][CH:15]=[CH:14][CH:13]=1.